From a dataset of Drug-target binding data from BindingDB using IC50 measurements. Regression. Given a target protein amino acid sequence and a drug SMILES string, predict the binding affinity score between them. We predict pIC50 (pIC50 = -log10(IC50 in M); higher means more potent). Dataset: bindingdb_ic50. (1) The drug is C[C@H](Nc1nccc(-c2c(-c3cccc(C(F)(F)F)c3)nc(C3CCNCC3)n2C)n1)c1ccccc1. The target protein sequence is MSQERPTFYRQELNKTIWEVPERYQNLSPVGSGAYGSVCAAFDTKTGHRVAVKKLSRPFQSIIHAKRTYRELRLLKHMKHENVIGLLDVFTPARSLEEFNDVYLVTHLMDADLNNIVKCQKLTDDHVQFLIYQILRGLKYIHSADIIHRDLKPSNLAVNEDCELKILDFGLARHTDDEMTGYVATRWYRAPEIMLNWMHYNQTVDIWSVGCIMAELLTGRTLFPGTDHIDQLKLILRLVGTPGAELLKKISSESARNYIQSLAQMPKMNFANVFIGANPLAVDLLEKMLVLDSDKRITAAQALAHAYFAQYHDPDDEPVADPYDQSFESRDLLIDEWKSLTYDEVISFVPPPLDQEEMES. The pIC50 is 9.6. (2) The drug is Cc1ccc(C(=O)NC(N)=NCCCc2ccccc2)cc1. The target protein (Q99250) has sequence MAQSVLVPPGPDSFRFFTRESLAAIEQRIAEEKAKRPKQERKDEDDENGPKPNSDLEAGKSLPFIYGDIPPEMVSVPLEDLDPYYINKKTFIVLNKGKAISRFSATPALYILTPFNPIRKLAIKILVHSLFNMLIMCTILTNCVFMTMSNPPDWTKNVEYTFTGIYTFESLIKILARGFCLEDFTFLRDPWNWLDFTVITFAYVTEFVDLGNVSALRTFRVLRALKTISVIPGLKTIVGALIQSVKKLSDVMILTVFCLSVFALIGLQLFMGNLRNKCLQWPPDNSSFEINITSFFNNSLDGNGTTFNRTVSIFNWDEYIEDKSHFYFLEGQNDALLCGNSSDAGQCPEGYICVKAGRNPNYGYTSFDTFSWAFLSLFRLMTQDFWENLYQLTLRAAGKTYMIFFVLVIFLGSFYLINLILAVVAMAYEEQNQATLEEAEQKEAEFQQMLEQLKKQQEEAQAAAAAASAESRDFSGAGGIGVFSESSSVASKLSSKSEKE.... The pIC50 is 5.2. (3) The compound is CNc1nc(-c2ccc3c(c2)CCN3C(=O)c2ccccc2OCc2ccc(Cl)cc2)cs1. The target protein sequence is SQQQDDIEELETKAVGMSNDGRFLKFDIEIGRGSFKTVYKGLDTETTVEVAWCELQDRKLTKSERQRFKEEAEMLKGLQHPNIVRFYDSWESTVKGKKCIVLVTELMTSGTLKTYLKRFKVMKIKVLRSWCRQILKGLQFLHTRTPPIIHRDLKCDNIFITGPTGSVKIGDLGLATLKRASFAKSVIGTPEFMAPEMYEEKYDE. The pIC50 is 4.8. (4) The compound is c1ccc2sc(CNc3ccc(N4CCCCC4)cc3)nc2c1. The target protein (P9WHH1) has sequence MTAPPVHDRAHHPVRDVIVIGSGPAGYTAALYAARAQLAPLVFEGTSFGGALMTTTDVENYPGFRNGITGPELMDEMREQALRFGADLRMEDVESVSLHGPLKSVVTADGQTHRARAVILAMGAAARYLQVPGEQELLGRGVSSCATCDGFFFRDQDIAVIGGGDSAMEEATFLTRFARSVTLVHRRDEFRASKIMLDRARNNDKIRFLTNHTVVAVDGDTTVTGLRVRDTNTGAETTLPVTGVFVAIGHEPRSGLVREAIDVDPDGYVLVQGRTTSTSLPGVFAAGDLVDRTYRQAVTAAGSGCAAAIDAERWLAEHAATGEADSTDALIGAQR. The pIC50 is 4.8. (5) The drug is CCCCCCn1cc(CC(N)=O)c2cc(-c3ccccc3OC)ccc21. The target protein (O60725) has sequence MAGCAARAPPGSEARLSLATFLLGASVLALPLLTRAGLQGRTGLALYVAGLNALLLLLYRPPRYQIAIRACFLGFVFGCGTLLSFSQSSWSHFGWYMCSLSLFHYSEYLVTAVNNPKSLSLDSFLLNHSLEYTVAALSSWLEFTLENIFWPELKQITWLSVTGLLMVVFGECLRKAAMFTAGSNFNHVVQNEKSDTHTLVTSGVYAWFRHPSYVGWFYWSIGTQVMLCNPICGVSYALTVWRFFRDRTEEEEISLIHFFGEEYLEYKKRVPTGLPFIKGVKVDL. The pIC50 is 5.1.